This data is from Reaction yield outcomes from USPTO patents with 853,638 reactions. The task is: Predict the reaction yield, written as a fraction of the theoretical maximum amount of product (1.0 means a 100% yield; for example, 0.34 means a 34% yield). (1) The reactants are [O:1]1[CH2:6][CH2:5][CH:4]([C:7]([C:9]2[S:13][C:12]([NH2:14])=[N:11][C:10]=2[C:15]2[O:16][CH:17]=[CH:18][CH:19]=2)=[O:8])[CH2:3][CH2:2]1.C(N(CC)CC)C.[Br:27][CH2:28][C:29](Br)=[O:30].O. The catalyst is CN(C1C=CN=CC=1)C.C1COCC1. The product is [Br:27][CH2:28][C:29]([NH:14][C:12]1[S:13][C:9]([C:7]([CH:4]2[CH2:5][CH2:6][O:1][CH2:2][CH2:3]2)=[O:8])=[C:10]([C:15]2[O:16][CH:17]=[CH:18][CH:19]=2)[N:11]=1)=[O:30]. The yield is 0.800. (2) The reactants are N[C:2]1[CH:7]=[C:6]([Cl:8])[CH:5]=[CH:4][C:3]=1[S:9]([NH:12][C:13]1[CH:14]=[CH:15][CH:16]=[C:17]2[C:22]=1[N:21]=[CH:20][CH:19]=[CH:18]2)(=[O:11])=[O:10].N(OC(C)(C)C)=O.CC(O)=O. The catalyst is C1COCC1. The product is [Cl:8][C:6]1[CH:5]=[C:4]2[C:3]([S:9](=[O:11])(=[O:10])[NH:12][C:13]3[C:14]2=[CH:15][CH:16]=[C:17]2[C:22]=3[N:21]=[CH:20][CH:19]=[CH:18]2)=[CH:2][CH:7]=1. The yield is 0.140. (3) The reactants are [C:1]([NH:4][CH2:5][CH2:6][CH:7]1[C:15]2[C:10](=[CH:11][CH:12]=[C:13]([NH:17][C:18](=O)[CH2:19][CH2:20][CH2:21][CH2:22][C:23]3[CH:28]=[CH:27][CH:26]=[CH:25][N:24]=3)[C:14]=2[OH:16])[CH2:9][CH2:8]1)(=[O:3])[CH3:2].C1(C)C=CC(S([O-])(=O)=O)=CC=1.[NH+]1C=CC=CC=1. The catalyst is C1(C)C(C)=CC=CC=1. The product is [N:24]1[CH:25]=[CH:26][CH:27]=[CH:28][C:23]=1[CH2:22][CH2:21][CH2:20][CH2:19][C:18]1[O:16][C:14]2[C:15]3[CH:7]([CH2:6][CH2:5][NH:4][C:1](=[O:3])[CH3:2])[CH2:8][CH2:9][C:10]=3[CH:11]=[CH:12][C:13]=2[N:17]=1. The yield is 0.580. (4) The reactants are [Li+:1].C[Si]([N-][Si](C)(C)C)(C)C.[C:11]([C:14]1[O:15][CH:16]=[CH:17][CH:18]=1)(=[O:13])[CH3:12].[C:19](OC(C)(C)C)(=[O:27])[C:20]([O:22][C:23]([CH3:26])([CH3:25])[CH3:24])=[O:21]. The catalyst is CCOCC. The product is [C:23]([O:22][C:20](=[O:21])[C:19]([O-:27])=[CH:12][C:11]([C:14]1[O:15][CH:16]=[CH:17][CH:18]=1)=[O:13])([CH3:26])([CH3:25])[CH3:24].[Li+:1]. The yield is 0.830. (5) The reactants are [NH2:1][C:2]1[S:6][C:5]2[CH2:7][CH2:8][CH2:9][CH2:10][C:4]=2[C:3]=1[C:11]([C:13]1[CH:18]=[CH:17][C:16]([CH3:19])=[CH:15][CH:14]=1)=O.O=[C:21]([CH2:29][CH3:30])[CH2:22][CH2:23][C:24]([O:26][CH2:27][CH3:28])=[O:25].Cl[Si](C)(C)C. The catalyst is CN(C=O)C. The product is [CH2:29]([C:21]1[N:1]=[C:2]2[S:6][C:5]3[CH2:7][CH2:8][CH2:9][CH2:10][C:4]=3[C:3]2=[C:11]([C:13]2[CH:18]=[CH:17][C:16]([CH3:19])=[CH:15][CH:14]=2)[C:22]=1[CH2:23][C:24]([O:26][CH2:27][CH3:28])=[O:25])[CH3:30]. The yield is 0.640. (6) The reactants are [Cl:1][C:2]1[C:7]([N+:8]([O-:10])=[O:9])=[CH:6][CH:5]=[C:4]([Cl:11])[C:3]=1[S:12](Cl)(=[O:14])=[O:13].[NH:16]1[CH2:21][CH2:20][O:19][CH2:18][CH2:17]1.C(N(CC)CC)C. No catalyst specified. The product is [Cl:1][C:2]1[C:7]([N+:8]([O-:10])=[O:9])=[CH:6][CH:5]=[C:4]([Cl:11])[C:3]=1[S:12]([N:16]1[CH2:21][CH2:20][O:19][CH2:18][CH2:17]1)(=[O:14])=[O:13]. The yield is 0.730. (7) The reactants are [OH:1][C:2]1[C:3](=[O:29])[C:4]([C:18]2[N:22]([C:23]3[CH:28]=[CH:27][CH:26]=[CH:25][CH:24]=3)[N:21]=[CH:20][CH:19]=2)=[N:5][N:6]([C:8]2[CH:13]=[CH:12][CH:11]=[C:10]([C:14]([F:17])([F:16])[F:15])[CH:9]=2)[CH:7]=1.[CH3:30][O:31][CH2:32][CH2:33]Br.C([O-])([O-])=O.[K+].[K+].O. The catalyst is CN(C=O)C. The product is [CH3:30][O:31][CH2:32][CH2:33][O:1][C:2]1[C:3](=[O:29])[C:4]([C:18]2[N:22]([C:23]3[CH:24]=[CH:25][CH:26]=[CH:27][CH:28]=3)[N:21]=[CH:20][CH:19]=2)=[N:5][N:6]([C:8]2[CH:13]=[CH:12][CH:11]=[C:10]([C:14]([F:16])([F:15])[F:17])[CH:9]=2)[CH:7]=1. The yield is 0.790. (8) The reactants are [NH2:1][C:2]1[N:10]=[CH:9][CH:8]=[CH:7][C:3]=1[C:4](O)=[O:5].[H-].[H-].[H-].[H-].[Li+].[Al+3].C1COCC1. No catalyst specified. The product is [NH2:1][C:2]1[C:3]([CH2:4][OH:5])=[CH:7][CH:8]=[CH:9][N:10]=1. The yield is 0.870. (9) The reactants are [CH3:1][C:2]1[CH:7]=[C:6]([CH3:8])[NH:5][C:4](=[O:9])[C:3]=1[C:10]#[N:11].[Br:12]Br. The catalyst is CC(O)=O. The product is [Br:12][C:7]1[C:2]([CH3:1])=[C:3]([C:10]#[N:11])[C:4](=[O:9])[NH:5][C:6]=1[CH3:8]. The yield is 0.720. (10) The reactants are [CH2:1]([O:8][C:9]1[CH:14]=[CH:13][NH:12][C:11](=[O:15])[CH:10]=1)[C:2]1[CH:7]=[CH:6][CH:5]=[CH:4][CH:3]=1.N12CCCN=C1CCCCC2.Br[CH2:28][CH2:29][CH:30]([CH3:32])[CH3:31]. The catalyst is CN(C)C(=O)C. The product is [CH2:1]([O:8][C:9]1[CH:14]=[CH:13][N:12]([CH2:28][CH2:29][CH:30]([CH3:32])[CH3:31])[C:11](=[O:15])[CH:10]=1)[C:2]1[CH:3]=[CH:4][CH:5]=[CH:6][CH:7]=1. The yield is 0.420.